From a dataset of Forward reaction prediction with 1.9M reactions from USPTO patents (1976-2016). Predict the product of the given reaction. (1) The product is: [NH2:12][C:5]1[C:4]([CH3:16])=[C:3]([CH:8]=[CH:7][C:6]=1[N+:9]([O-:11])=[O:10])[C:1]#[N:2]. Given the reactants [C:1]([C:3]1[C:4]([CH3:16])=[C:5]([NH:12]C(=O)C)[C:6]([N+:9]([O-:11])=[O:10])=[CH:7][CH:8]=1)#[N:2].OS(O)(=O)=O, predict the reaction product. (2) Given the reactants [CH:1]1([NH:6][C:7]2[C:12]([CH3:13])=[C:11]([CH3:14])[N:10]=[C:9]([NH:15][CH2:16][C:17]3[CH:22]=[CH:21][CH:20]=[CH:19][N:18]=3)[N:8]=2)[CH2:5][CH2:4][CH2:3][CH2:2]1.[CH:23]1(N)CCCCC[CH2:24]1, predict the reaction product. The product is: [CH:1]1([NH:6][C:7]2[C:12]([CH3:13])=[C:11]([CH3:14])[N:10]=[C:9]([NH:15][CH2:16][C:17]3[CH:22]=[CH:21][CH:20]=[CH:19][N:18]=3)[N:8]=2)[CH2:5][CH2:4][CH2:3][CH2:2][CH2:24][CH2:23]1. (3) Given the reactants [NH2:1][C:2]1[CH:9]=[CH:8][C:5]([C:6]#[N:7])=[CH:4][CH:3]=1.Cl[C:11]1(Cl)[CH2:16][O:15][CH2:14][CH2:13][O:12]1, predict the reaction product. The product is: [C:6]([C:5]1[CH:8]=[CH:9][C:2]([N:1]2[CH2:14][CH2:13][O:12][CH2:11][C:16]2=[O:15])=[CH:3][CH:4]=1)#[N:7]. (4) Given the reactants [NH2:1][C:2]1[C:7]([C:8]([O:10][CH2:11][CH3:12])=[O:9])=[CH:6][N:5]=[CH:4][N:3]=1.[C:13](OC(=O)C)(=[O:15])[CH3:14], predict the reaction product. The product is: [C:13]([NH:1][C:2]1[C:7]([C:8]([O:10][CH2:11][CH3:12])=[O:9])=[CH:6][N:5]=[CH:4][N:3]=1)(=[O:15])[CH3:14]. (5) Given the reactants [CH3:1][O:2][C:3]1[CH:8]=[CH:7][C:6]([N:9]2[C:13]([C:14]([F:17])([F:16])[F:15])=[N:12][N:11]=[N:10]2)=[CH:5][C:4]=1[C:18](=O)[CH3:19].[NH2:21][C@H:22]1[CH2:27][CH2:26][N:25]([C:28]([O:30][C:31]([CH3:34])([CH3:33])[CH3:32])=[O:29])[CH2:24][C@H:23]1[C:35]1[CH:40]=[CH:39][CH:38]=[CH:37][CH:36]=1.CCN(CC)CC.[BH3-]C#N.[Na+], predict the reaction product. The product is: [CH3:1][O:2][C:3]1[CH:8]=[CH:7][C:6]([N:9]2[C:13]([C:14]([F:17])([F:16])[F:15])=[N:12][N:11]=[N:10]2)=[CH:5][C:4]=1[C@H:18]([NH:21][C@H:22]1[CH2:27][CH2:26][N:25]([C:28]([O:30][C:31]([CH3:34])([CH3:33])[CH3:32])=[O:29])[CH2:24][C@H:23]1[C:35]1[CH:36]=[CH:37][CH:38]=[CH:39][CH:40]=1)[CH3:19]. (6) Given the reactants [CH3:1][CH:2]([C:4]1[N:8]=[C:7]([N:9]2[CH2:14][CH2:13][CH:12]([CH2:15][OH:16])[CH2:11][CH2:10]2)[O:6][N:5]=1)[CH3:3].[Br:17][C:18]1[N:23]=[CH:22][C:21](O)=[CH:20][CH:19]=1.C1C=CC(P(C2C=CC=CC=2)C2C=CC=CC=2)=CC=1.N(C(OC(C)C)=O)=NC(OC(C)C)=O, predict the reaction product. The product is: [Br:17][C:18]1[CH:19]=[CH:20][C:21]([O:16][CH2:15][CH:12]2[CH2:13][CH2:14][N:9]([C:7]3[O:6][N:5]=[C:4]([CH:2]([CH3:1])[CH3:3])[N:8]=3)[CH2:10][CH2:11]2)=[CH:22][N:23]=1. (7) Given the reactants [NH2:1][NH:2][C:3]([C:5]1[C:10]([CH3:11])=[CH:9][CH:8]=[CH:7][N:6]=1)=[NH:4].[CH2:12]([O:19][C:20]1[CH:27]=[CH:26][C:23]([CH:24]=O)=[C:22]([OH:28])[CH:21]=1)[C:13]1[CH:18]=[CH:17][CH:16]=[CH:15][CH:14]=1, predict the reaction product. The product is: [CH2:12]([O:19][C:20]1[CH:27]=[CH:26][C:23]([C:24]2[NH:1][N:2]=[C:3]([C:5]3[C:10]([CH3:11])=[CH:9][CH:8]=[CH:7][N:6]=3)[N:4]=2)=[C:22]([OH:28])[CH:21]=1)[C:13]1[CH:14]=[CH:15][CH:16]=[CH:17][CH:18]=1. (8) The product is: [N:25]1([CH:22]2[CH2:23][CH2:24][N:19]([C:17](=[O:18])[CH:16]([NH:31][C:32]([N:34]3[CH2:35][CH2:36][CH:37]([N:40]4[CH2:49][C:48]5[C:43](=[CH:44][CH:45]=[CH:46][CH:47]=5)[NH:42][C:41]4=[O:50])[CH2:38][CH2:39]3)=[O:33])[CH2:15][N:12]3[CH:13]=[CH:14][C:9]([OH:8])=[CH:10][C:11]3=[O:51])[CH2:20][CH2:21]2)[CH2:26][CH2:27][CH2:28][CH2:29][CH2:30]1. Given the reactants C([O:8][C:9]1[CH:14]=[CH:13][N:12]([CH2:15][CH:16]([NH:31][C:32]([N:34]2[CH2:39][CH2:38][CH:37]([N:40]3[CH2:49][C:48]4[C:43](=[CH:44][CH:45]=[CH:46][CH:47]=4)[NH:42][C:41]3=[O:50])[CH2:36][CH2:35]2)=[O:33])[C:17]([N:19]2[CH2:24][CH2:23][CH:22]([N:25]3[CH2:30][CH2:29][CH2:28][CH2:27][CH2:26]3)[CH2:21][CH2:20]2)=[O:18])[C:11](=[O:51])[CH:10]=1)C1C=CC=CC=1, predict the reaction product. (9) Given the reactants [NH2:1][C:2]1[CH:9]=[CH:8][C:5]([CH:6]=O)=[CH:4][CH:3]=1.[C:10]([CH2:12][C:13]([O:15][CH2:16][CH:17]([CH2:22][CH3:23])[CH2:18][CH2:19][CH2:20][CH3:21])=[O:14])#[N:11].C(NCC)C.C(O)(=O)C, predict the reaction product. The product is: [NH2:1][C:2]1[CH:9]=[CH:8][C:5]([CH:6]=[C:12]([C:10]#[N:11])[C:13]([O:15][CH2:16][CH:17]([CH2:22][CH3:23])[CH2:18][CH2:19][CH2:20][CH3:21])=[O:14])=[CH:4][CH:3]=1. (10) The product is: [OH:16][C:14]1[CH:15]=[C:6]([I:5])[CH:7]=[C:8]2[C:13]=1[N:12]=[CH:11][NH:10][C:9]2=[O:18]. Given the reactants B(Br)(Br)Br.[I:5][C:6]1[CH:7]=[C:8]2[C:13](=[C:14]([O:16]C)[CH:15]=1)[N:12]=[CH:11][NH:10][C:9]2=[O:18], predict the reaction product.